This data is from Reaction yield outcomes from USPTO patents with 853,638 reactions. The task is: Predict the reaction yield, written as a fraction of the theoretical maximum amount of product (1.0 means a 100% yield; for example, 0.34 means a 34% yield). The reactants are [Cl:1][C:2]1[CH:7]=[C:6]([Cl:8])[CH:5]=[CH:4][C:3]=1[CH2:9][C:10]([OH:12])=O.[CH3:13][C:14]1[N:15]=[C:16]([NH2:25])[S:17][C:18]=1[CH2:19][CH2:20][O:21][N+:22]([O-:24])=[O:23]. No catalyst specified. The product is [Cl:1][C:2]1[CH:7]=[C:6]([Cl:8])[CH:5]=[CH:4][C:3]=1[CH2:9][C:10]([NH:25][C:16]1[S:17][C:18]([CH2:19][CH2:20][O:21][N+:22]([O-:24])=[O:23])=[C:14]([CH3:13])[N:15]=1)=[O:12]. The yield is 0.690.